This data is from Forward reaction prediction with 1.9M reactions from USPTO patents (1976-2016). The task is: Predict the product of the given reaction. (1) Given the reactants [CH2:1]([OH:7])[CH2:2][CH2:3][CH2:4][CH2:5][CH3:6].[CH:8]1[N:12]=[CH:11][N:10]([C:13](N2C=NC=C2)=[O:14])[CH:9]=1, predict the reaction product. The product is: [N:10]1([C:13]([O:7][CH2:1][CH2:2][CH2:3][CH2:4][CH2:5][CH3:6])=[O:14])[CH:9]=[CH:8][N:12]=[CH:11]1. (2) The product is: [CH2:1]([NH:9][C:10]1[N:15]=[C:14]([N:16]2[C:25]3[N:24]=[C:23]([C:26]4[CH:31]=[CH:30][CH:29]=[CH:28][CH:27]=4)[C:22]([CH2:32][OH:33])=[CH:21][C:20]=3[CH2:19][CH2:18][CH2:17]2)[CH:13]=[CH:12][N:11]=1)[CH2:2][C:3]1[CH:8]=[CH:7][CH:6]=[CH:5][CH:4]=1. Given the reactants [CH2:1]([NH:9][C:10]1[N:15]=[C:14]([N:16]2[C:25]3[N:24]=[C:23]([C:26]4[CH:31]=[CH:30][CH:29]=[CH:28][CH:27]=4)[C:22]([C:32](OCC)=[O:33])=[CH:21][C:20]=3[CH2:19][CH2:18][CH2:17]2)[CH:13]=[CH:12][N:11]=1)[CH2:2][C:3]1[CH:8]=[CH:7][CH:6]=[CH:5][CH:4]=1.[H-].[H-].[H-].[H-].[Li+].[Al+3].[O-]S([O-])(=O)=O.[Na+].[Na+], predict the reaction product. (3) Given the reactants [Br:1][C:2]1[CH:7]=[CH:6][C:5]([C:8]2([OH:14])[CH2:13][CH2:12][NH:11][CH2:10][CH2:9]2)=[CH:4][CH:3]=1.C(N(CC)CC)C.[CH3:22][S:23](Cl)(=[O:25])=[O:24], predict the reaction product. The product is: [Br:1][C:2]1[CH:7]=[CH:6][C:5]([C:8]2([OH:14])[CH2:9][CH2:10][N:11]([S:23]([CH3:22])(=[O:25])=[O:24])[CH2:12][CH2:13]2)=[CH:4][CH:3]=1. (4) The product is: [I:20][C:9]1[CH:10]=[C:5]([C:3]([OH:2])=[O:4])[CH:6]=[C:7]([C:12]2[CH:17]=[CH:16][C:15]([CH3:18])=[CH:14][CH:13]=2)[CH:8]=1. Given the reactants C[O:2][C:3]([C:5]1[CH:6]=[C:7]([C:12]2[CH:17]=[CH:16][C:15]([CH3:18])=[CH:14][CH:13]=2)[CH:8]=[C:9](N)[CH:10]=1)=[O:4].C(I)[I:20].[N+]([O-])([O-])=O, predict the reaction product. (5) Given the reactants [F:1][C:2]1[CH:7]=[CH:6][C:5]([CH:8]([N:32]2[CH2:37][CH2:36][N:35]([CH:38]([CH3:40])[CH3:39])[CH2:34][CH2:33]2)[CH2:9][N:10]2[CH2:15][CH2:14][N:13]([C:16](=O)[CH2:17][CH2:18][C:19]3[CH:24]=[CH:23][CH:22]=[CH:21][C:20]=3[C:25]3[N:26]=[C:27]([NH2:30])[S:28][CH:29]=3)[CH2:12][CH2:11]2)=[CH:4][CH:3]=1.[H-].[Al+3].[Li+].[H-].[H-].[H-].N, predict the reaction product. The product is: [F:1][C:2]1[CH:7]=[CH:6][C:5]([CH:8]([N:32]2[CH2:33][CH2:34][N:35]([CH:38]([CH3:40])[CH3:39])[CH2:36][CH2:37]2)[CH2:9][N:10]2[CH2:11][CH2:12][N:13]([CH2:16][CH2:17][CH2:18][C:19]3[CH:24]=[CH:23][CH:22]=[CH:21][C:20]=3[C:25]3[N:26]=[C:27]([NH2:30])[S:28][CH:29]=3)[CH2:14][CH2:15]2)=[CH:4][CH:3]=1. (6) Given the reactants [CH2:1]([O:3][C:4](=[O:35])[CH2:5][N:6]1[C:14]2[CH:13]=[CH:12][C:11]([C:15]([N:17]3[CH2:22][CH2:21][CH:20]([CH3:23])[CH2:19][CH2:18]3)=[O:16])=[CH:10][C:9]=2[C:8]2[CH2:24][N:25](C(OC(C)(C)C)=O)[CH2:26][CH2:27][C:7]1=2)[CH3:2].[ClH:36], predict the reaction product. The product is: [CH3:23][CH:20]1[CH2:21][CH2:22][N:17]([C:15]([C:11]2[CH:12]=[CH:13][C:14]3[N:6]([CH2:5][C:4]([O:3][CH2:1][CH3:2])=[O:35])[C:7]4[CH2:27][CH2:26][NH:25][CH2:24][C:8]=4[C:9]=3[CH:10]=2)=[O:16])[CH2:18][CH2:19]1.[ClH:36].